This data is from Human Reference Interactome with 51,813 positive PPI pairs across 8,248 proteins, plus equal number of experimentally-validated negative pairs. The task is: Binary Classification. Given two protein amino acid sequences, predict whether they physically interact or not. (1) Protein 1 (ENSG00000140464) has sequence MEPAPARSPRPQQDPARPQEPTMPPPETPSEGRQPSPSPSPTERAPASEEEFQFLRCQQCQAEAKCPKLLPCLHTLCSGCLEASGMQCPICQAPWPLGADTPALDNVFFESLQRRLSVYRQIVDAQAVCTRCKESADFWCFECEQLLCAKCFEAHQWFLKHEARPLAELRNQSVREFLDGTRKTNNIFCSNPNHRTPTLTSIYCRGCSKPLCCSCALLDSSHSELKCDISAEIQQRQEELDAMTQALQEQDSAFGAVHAQMHAAVGQLGRARAETEELIRERVRQVVAHVRAQERELLEA.... Protein 2 (ENSG00000172409) has sequence MGEEANDDKKPTTKFELERETELRFEVEASQSVQLELLTGMAEIFGTELTRNKKFTFDAGAKVAVFTWHGCSVQLSGRTEVAYVSKDTPMLLYLNTHTALEQMRRQAEKEEERGPRVMVVGPTDVGKSTVCRLLLNYAITSRLADVFNQRCEVNRRASVSGCVINTCGWVKGSGYQALVHAASAFEVDVVVVLDQERLYNELKRDLPHFVRTVLLPKSGGVVERSKDFRRECRDERIREYFYGFRGCFYPHAFNVKFSDVKIYKVGAPTIPDSCLPLGMSQEDNQLKLVPVTPGRDMVHH.... Result: 0 (the proteins do not interact). (2) Protein 1 (ENSG00000183617) has sequence MATKRLFGATRTWAGWGAWELLNPATSGRLLARDYAKKPVMKGAKSGKGAVTSEALKDPDVCTDPVQLTTYAMGVNIYKEGQDVPLKPDAEYPEWLFEMNLGPPKTLEELDPESREYWRRLRKQNIWRHNRLSKNKRL*XTKRLFGATRTWAGWGAWELLNPATSGRLLARDYAKKPVHPLESAFGTLTLTQGLTLGLSEDWPPCSPNNSCPAWL*. Protein 2 (ENSG00000102313) has sequence MSGWRYLICVSFLLTILLELTYQGPPVPASSSTKLLMTSYSMRSTVVSRYAHTLVTSVLFNPHAEAHEAIFDLDLPHLAFISNFTMTINNKVYIAEVKEKHQAKKIYEEAHQQGKTAAHVGIRDRESEKFRISTSLAAGTEVTFSLAYEELLQRHQGQYQLVVSLRPGQLVKRLSIEVTVSERTGISYVHIPPLRTGRLRTNAHASEVDSPPSTRIERGETCVRITYCPTLQDQSSISGSGIMADFLVQYDVVMEDIIGDVQIYDDYFIHYFAPRGLPPMEKNVVFVIDVSSSMFGTKME.... Result: 0 (the proteins do not interact).